Dataset: Cav3 T-type calcium channel HTS with 100,875 compounds. Task: Binary Classification. Given a drug SMILES string, predict its activity (active/inactive) in a high-throughput screening assay against a specified biological target. (1) The molecule is O=C(NC1CCCCCCC1)c1cc2OCOc2cc1. The result is 0 (inactive). (2) The molecule is O(C(C)(C)C(O)=O)c1c2c(ccc1)cccc2. The result is 0 (inactive). (3) The molecule is s1c(C(=O)N2CCC(NC(=O)C)(CC2)c2ccc(OC)cc2)ccc1. The result is 0 (inactive). (4) The drug is S=C(NNC(=O)C(c1ccccc1)c1ccccc1)NCC. The result is 0 (inactive). (5) The compound is S=C(N(C1CC1)Cc1c2n(nnn2)c2c(c1)cc(cc2)CC)Nc1cc(ccc1)C. The result is 0 (inactive). (6) The compound is Fc1c(CNCCCC(O)=O)cccc1. The result is 0 (inactive). (7) The molecule is O(CC(C)C)c1cc(ccc1)C(=O)Nc1nn(nn1)CCC. The result is 0 (inactive). (8) The compound is O=C(Nc1c(N2CCCCCC2)cccc1)CN1CCc2c(C1)cccc2. The result is 1 (active). (9) The compound is O(C(=O)Cn1c2c(nc1C(=O)C)cccc2)CC. The result is 0 (inactive). (10) The compound is S(=O)(=O)(Nc1ccc(C(=O)N2CCC(CC2)C)cc1)C. The result is 0 (inactive).